From a dataset of Forward reaction prediction with 1.9M reactions from USPTO patents (1976-2016). Predict the product of the given reaction. (1) The product is: [Br:14][CH2:11][C:3]1[C:4]([C:7]([F:10])([F:9])[F:8])=[N:5][O:6][C:2]=1[CH3:1]. Given the reactants [CH3:1][C:2]1[O:6][N:5]=[C:4]([C:7]([F:10])([F:9])[F:8])[C:3]=1[CH2:11]O.P(Br)(Br)[Br:14].O, predict the reaction product. (2) Given the reactants FC(F)(F)S(O[C:7]1[CH2:8][O:9][C:10]2([CH2:16][CH2:15][N:14]([C:17]([O:19][C:20]([CH3:23])([CH3:22])[CH3:21])=[O:18])[CH2:13][CH2:12]2)[CH:11]=1)(=O)=O.[F:26][C:27]([F:38])([F:37])[C:28]1[CH:29]=[C:30](B(O)O)[CH:31]=[CH:32][CH:33]=1.C([O-])([O-])=O.[Na+].[Na+], predict the reaction product. The product is: [F:26][C:27]([F:38])([F:37])[C:28]1[CH:33]=[C:32]([C:7]2[CH2:8][O:9][C:10]3([CH2:12][CH2:13][N:14]([C:17]([O:19][C:20]([CH3:21])([CH3:22])[CH3:23])=[O:18])[CH2:15][CH2:16]3)[CH:11]=2)[CH:31]=[CH:30][CH:29]=1. (3) Given the reactants [Cl:1][C:2]1[CH:25]=[CH:24][C:5]([CH2:6][N:7]2[C:15]3[C:10](=[CH:11][C:12](/[CH:16]=[C:17]4/[C:18](=[O:23])[NH:19][C:20](=[O:22])[S:21]/4)=[CH:13][CH:14]=3)[CH:9]=[CH:8]2)=[C:4]([C:26]([F:29])([F:28])[F:27])[CH:3]=1.Cl.Cl.Cl[CH2:33][CH2:34][CH2:35][N:36]1[CH2:41][CH2:40][N:39]([CH3:42])[CH2:38][CH2:37]1, predict the reaction product. The product is: [Cl:1][C:2]1[CH:25]=[CH:24][C:5]([CH2:6][N:7]2[C:15]3[C:10](=[CH:11][C:12](/[CH:16]=[C:17]4/[C:18](=[O:23])[N:19]([CH2:33][CH2:34][CH2:35][N:36]5[CH2:41][CH2:40][N:39]([CH3:42])[CH2:38][CH2:37]5)[C:20](=[O:22])[S:21]/4)=[CH:13][CH:14]=3)[CH:9]=[CH:8]2)=[C:4]([C:26]([F:29])([F:27])[F:28])[CH:3]=1. (4) Given the reactants [C:1]([O:5][C:6](=[O:38])[NH:7][C:8]([C:10]1[CH:15]=[CH:14][C:13]([CH2:16][NH:17][C:18]([C@H:20]2[N:24]3[C:25](=[O:37])[C:26]([NH:29][CH2:30][C:31]4[CH:36]=[CH:35][CH:34]=[CH:33][CH:32]=4)=[CH:27][N:28]=[C:23]3[CH2:22][CH2:21]2)=[O:19])=[CH:12][CH:11]=1)=[NH:9])([CH3:4])([CH3:3])[CH3:2].[C:39](OC(=O)NC(C1C=CC(CNC([C@H]2N3C(=O)C(N)=CN=C3CC2)=O)=CC=1)=N)(C)(C)C.[BH-](OC(C)=O)(OC(C)=O)OC(C)=O.[Na+], predict the reaction product. The product is: [C:1]([O:5][C:6](=[O:38])[NH:7][C:8](=[NH:9])[C:10]1[CH:11]=[CH:12][C:13]([CH2:16][NH:17][C:18]([C@H:20]2[N:24]3[C:25](=[O:37])[C:26]([NH:29][CH2:30][CH2:31][C:32]4[CH:33]=[CH:34][CH:35]=[CH:36][CH:39]=4)=[CH:27][N:28]=[C:23]3[CH2:22][CH2:21]2)=[O:19])=[CH:14][CH:15]=1)([CH3:3])([CH3:2])[CH3:4]. (5) Given the reactants [C:1]1([C:7]2[CH:8]=[C:9]3[C:13](=[C:14]([C:16]([NH2:18])=[O:17])[CH:15]=2)[NH:12][CH:11]=[CH:10]3)[CH:6]=[CH:5][CH:4]=[CH:3][CH:2]=1.[CH3:19][S:20]([N:23]1[CH2:28][CH2:27][C:26](=O)[CH2:25][CH2:24]1)(=[O:22])=[O:21].[O-]S(C(F)(F)F)(=O)=O.[Bi+3].[O-]S(C(F)(F)F)(=O)=O.[O-]S(C(F)(F)F)(=O)=O, predict the reaction product. The product is: [CH3:19][S:20]([N:23]1[CH2:24][CH:25]=[C:26]([C:10]2[C:9]3[C:13](=[C:14]([C:16]([NH2:18])=[O:17])[CH:15]=[C:7]([C:1]4[CH:6]=[CH:5][CH:4]=[CH:3][CH:2]=4)[CH:8]=3)[NH:12][CH:11]=2)[CH2:27][CH2:28]1)(=[O:22])=[O:21]. (6) Given the reactants [CH:1]1([CH2:4][N:5]2[CH2:11][CH2:10][CH2:9][CH2:8][N:7]([CH2:12][C:13]([O:15]C(C)(C)C)=[O:14])[C:6]2=[O:20])[CH2:3][CH2:2]1, predict the reaction product. The product is: [CH:1]1([CH2:4][N:5]2[CH2:11][CH2:10][CH2:9][CH2:8][N:7]([CH2:12][C:13]([OH:15])=[O:14])[C:6]2=[O:20])[CH2:3][CH2:2]1. (7) Given the reactants C[O:2][C:3](=[O:25])[C:4]1[CH:16]=[C:15]([C:17]([F:24])([F:23])[C:18]2[O:19][CH:20]=[CH:21][CH:22]=2)[CH:14]=[C:6]([C:7]([N:9]([CH3:13])[CH2:10][CH2:11][CH3:12])=[O:8])[CH:5]=1.[OH-].[Na+].Cl, predict the reaction product. The product is: [F:24][C:17]([F:23])([C:18]1[O:19][CH:20]=[CH:21][CH:22]=1)[C:15]1[CH:14]=[C:6]([C:7]([N:9]([CH3:13])[CH2:10][CH2:11][CH3:12])=[O:8])[CH:5]=[C:4]([CH:16]=1)[C:3]([OH:25])=[O:2]. (8) Given the reactants [CH3:1][O:2][C:3]([N:5]1[C@@H:13]2[C@@H:8]([C@@:9]([OH:23])([C:14]#[C:15][C:16]3[CH:17]=[C:18]([CH3:22])[CH:19]=[CH:20][CH:21]=3)[CH2:10][CH2:11][CH2:12]2)[CH2:7][CH2:6]1)=[O:4].[CH3:24][N:25]([CH3:31])[CH2:26][CH2:27][C:28](O)=[O:29], predict the reaction product. The product is: [CH3:1][O:2][C:3]([N:5]1[C@H:13]2[C@H:8]([C@:9]([O:23][C:28](=[O:29])[CH2:27][CH2:26][N:25]([CH3:31])[CH3:24])([C:14]#[C:15][C:16]3[CH:17]=[C:18]([CH3:22])[CH:19]=[CH:20][CH:21]=3)[CH2:10][CH2:11][CH2:12]2)[CH2:7][CH2:6]1)=[O:4]. (9) Given the reactants [C:1]([O:4][CH2:5][C:6]1[CH:7]=[CH:8][C:9]([CH2:13][C:14]2[CH:19]=[CH:18][C:17]([CH2:20][CH3:21])=[CH:16][CH:15]=2)=[C:10]([OH:12])[CH:11]=1)(=[O:3])[CH3:2].[C:22]([O:25][C@@H:26]1[C@@H:38]([O:39][C:40](=[O:42])[CH3:41])[C@H:37]([O:43][C:44](=[O:46])[CH3:45])[C@@H:36]([CH2:47][O:48][C:49](=[O:51])[CH3:50])[O:35][C@@H:27]1OC(=N)C(Cl)(Cl)Cl)(=[O:24])[CH3:23], predict the reaction product. The product is: [C:22]([O:25][C@@H:26]1[C@@H:38]([O:39][C:40](=[O:42])[CH3:41])[C@H:37]([O:43][C:44](=[O:46])[CH3:45])[C@@H:36]([CH2:47][O:48][C:49](=[O:51])[CH3:50])[O:35][C@H:27]1[O:12][C:10]1[CH:11]=[C:6]([CH2:5][O:4][C:1](=[O:3])[CH3:2])[CH:7]=[CH:8][C:9]=1[CH2:13][C:14]1[CH:15]=[CH:16][C:17]([CH2:20][CH3:21])=[CH:18][CH:19]=1)(=[O:24])[CH3:23]. (10) Given the reactants [Br:1][C:2]1[C:10]2[O:9][CH:8]=[CH:7][C:6]=2[CH:5]=[C:4]([OH:11])[CH:3]=1.C1(C)C=CC(S([O-])(=O)=O)=CC=1.[NH+]1C=CC=CC=1.[O:29]1[CH:34]=[CH:33][CH2:32][CH2:31][CH2:30]1, predict the reaction product. The product is: [Br:1][C:2]1[C:10]2[O:9][CH:8]=[CH:7][C:6]=2[CH:5]=[C:4]([O:11][CH:30]2[CH2:31][CH2:32][CH2:33][CH2:34][O:29]2)[CH:3]=1.